From a dataset of Reaction yield outcomes from USPTO patents with 853,638 reactions. Predict the reaction yield, written as a fraction of the theoretical maximum amount of product (1.0 means a 100% yield; for example, 0.34 means a 34% yield). The reactants are C([NH:5][S:6]([C:9]1[CH:10]=[N:11][CH:12]=[C:13]([C:15]2[N:20]3[CH:21]=[CH:22][C:23]([C:24]4[CH:29]=[CH:28][CH:27]=[CH:26][CH:25]=4)=[C:19]3[C:18]([NH:30][C:31]3[CH:36]=[CH:35][CH:34]=[C:33]([F:37])[CH:32]=3)=[N:17][N:16]=2)[CH:14]=1)(=[O:8])=[O:7])(C)(C)C.C(O)(C(F)(F)F)=O. No catalyst specified. The product is [F:37][C:33]1[CH:32]=[C:31]([NH:30][C:18]2[C:19]3[N:20]([CH:21]=[CH:22][C:23]=3[C:24]3[CH:25]=[CH:26][CH:27]=[CH:28][CH:29]=3)[C:15]([C:13]3[CH:14]=[C:9]([S:6]([NH2:5])(=[O:8])=[O:7])[CH:10]=[N:11][CH:12]=3)=[N:16][N:17]=2)[CH:36]=[CH:35][CH:34]=1. The yield is 0.560.